This data is from Full USPTO retrosynthesis dataset with 1.9M reactions from patents (1976-2016). The task is: Predict the reactants needed to synthesize the given product. Given the product [C:38]([O:42][C@@H:43]([C:49]1[C:67]([CH3:68])=[CH:66][C:52]2[N:53]=[C:54]([C:56]3[CH:61]=[CH:60][N:59]4[N:62]=[N:63][C:64]([CH3:65])=[C:58]4[CH:57]=3)[S:55][C:51]=2[C:50]=1[C:69]1[CH:74]=[CH:73][C:72]([Cl:75])=[CH:71][CH:70]=1)[C:44]([OH:46])=[O:45])([CH3:41])([CH3:39])[CH3:40], predict the reactants needed to synthesize it. The reactants are: C(O[C@@H](C1C(C)=CC2N=C(C3C=C4C(C(C)=NN4C)=CC=3)SC=2C=1C1C=CC(Cl)=CC=1)C(O)=O)(C)(C)C.[C:38]([O:42][C@@H:43]([C:49]1[C:67]([CH3:68])=[CH:66][C:52]2[N:53]=[C:54]([C:56]3[CH:61]=[CH:60][N:59]4[N:62]=[N:63][C:64]([CH3:65])=[C:58]4[CH:57]=3)[S:55][C:51]=2[C:50]=1[C:69]1[CH:74]=[CH:73][C:72]([Cl:75])=[CH:71][CH:70]=1)[C:44]([O:46]CC)=[O:45])([CH3:41])([CH3:40])[CH3:39].